From a dataset of Protein-peptide binding for MDM2, ACE2, and 12ca5 with 34 validated binders. Binary Classification. Given protein and peptide amino acid sequences, predict whether they interact or not. (1) The protein target is MDM2 with sequence MCNTNMSVPTDGAVTTSQIPASEQETLVRPKPLLLKLLKSVGAQKDTYTMKEVLFYLGQYIMTKRLYDEKQQHIVYCSNDLLGDLFGVPSFSVKEHRKIYTMIYRNLVVVNQQESSDSGTSVSENRCHLEGGSDQKDLVQELQEEKPSSSHLVSRPSTSSRRRAISETEENSDELSGERQRKRHKSDSISLSFDESLALCVIREICCERSSSSESTGTPSNPDLDAGVSEHSGDWLDQDSVSDQFSVEFEVESLDSEDYSLSEEGQELSDEDDEVYQVTVYQAGESDTDSFEEDPEISLADYWKCTSCNEMNPPLPSHCNRCWALRENWLPEDKGKDKGEISEKAKLENSTQAEEGFDVPDCKKTIVNDSRESCVEENDDKITQASQSQESEDYSQPSTSSSIIYSSQEDVKEFEREETQDKEESVESSLPLNAIEPCVICQGRPKNGCIVHGKTGHLMACFTCAKKLKKRNKPCPVCRQPIQMIVLTYFP. The peptide is TSFAAYWNALAAK. (2) The protein target is MDM2 with sequence MCNTNMSVPTDGAVTTSQIPASEQETLVRPKPLLLKLLKSVGAQKDTYTMKEVLFYLGQYIMTKRLYDEKQQHIVYCSNDLLGDLFGVPSFSVKEHRKIYTMIYRNLVVVNQQESSDSGTSVSENRCHLEGGSDQKDLVQELQEEKPSSSHLVSRPSTSSRRRAISETEENSDELSGERQRKRHKSDSISLSFDESLALCVIREICCERSSSSESTGTPSNPDLDAGVSEHSGDWLDQDSVSDQFSVEFEVESLDSEDYSLSEEGQELSDEDDEVYQVTVYQAGESDTDSFEEDPEISLADYWKCTSCNEMNPPLPSHCNRCWALRENWLPEDKGKDKGEISEKAKLENSTQAEEGFDVPDCKKTIVNDSRESCVEENDDKITQASQSQESEDYSQPSTSSSIIYSSQEDVKEFEREETQDKEESVESSLPLNAIEPCVICQGRPKNGCIVHGKTGHLMACFTCAKKLKKRNKPCPVCRQPIQMIVLTYFP. The peptide is LTMEHYWAQVTSK.